Task: Predict the reactants needed to synthesize the given product.. Dataset: Full USPTO retrosynthesis dataset with 1.9M reactions from patents (1976-2016) The reactants are: [OH:1][C:2]1[CH:7]=[C:6]([CH3:8])[CH:5]=[CH:4][N:3]=1.Br[CH2:10][C:11]([O:13][CH2:14][CH3:15])=[O:12].C(=O)([O-])[O-].[K+].[K+].CCCCCCC. Given the product [CH2:14]([O:13][C:11](=[O:12])[CH2:10][N:3]1[CH:4]=[CH:5][C:6]([CH3:8])=[CH:7][C:2]1=[O:1])[CH3:15], predict the reactants needed to synthesize it.